The task is: Predict the reaction yield, written as a fraction of the theoretical maximum amount of product (1.0 means a 100% yield; for example, 0.34 means a 34% yield).. This data is from Reaction yield outcomes from USPTO patents with 853,638 reactions. (1) The reactants are O[CH2:2][C:3]1[C:4]([C:16]2[CH:21]=[CH:20][C:19]([O:22][CH2:23][O:24][CH3:25])=[CH:18][C:17]=2[O:26][CH3:27])=[CH:5][CH:6]=[C:7]2[C:12]=1[NH:11][C:10](=[O:13])[C:9]([CH3:15])([CH3:14])[NH:8]2.C(N(CC)CC)C.CS([Cl:39])(=O)=O. The catalyst is ClCCl. The product is [Cl:39][CH2:2][C:3]1[C:4]([C:16]2[CH:21]=[CH:20][C:19]([O:22][CH2:23][O:24][CH3:25])=[CH:18][C:17]=2[O:26][CH3:27])=[CH:5][CH:6]=[C:7]2[C:12]=1[NH:11][C:10](=[O:13])[C:9]([CH3:15])([CH3:14])[NH:8]2. The yield is 0.460. (2) The reactants are Br[C:2]1[C:7]([CH3:8])=[CH:6][C:5]([Br:9])=[CH:4][N:3]=1.[CH2:10]([O:12][C:13]1[CH:14]=[C:15](B(O)O)[CH:16]=[CH:17][CH:18]=1)[CH3:11]. The yield is 0.370. No catalyst specified. The product is [Br:9][C:5]1[CH:6]=[C:7]([CH3:8])[C:2]([C:17]2[CH:16]=[CH:15][CH:14]=[C:13]([O:12][CH2:10][CH3:11])[CH:18]=2)=[N:3][CH:4]=1.